Dataset: Forward reaction prediction with 1.9M reactions from USPTO patents (1976-2016). Task: Predict the product of the given reaction. (1) Given the reactants [CH3:1][C:2]1[N:3]=[CH:4][S:5][C:6]=1[C:7]1[CH:23]=[CH:22][C:10]([CH2:11][NH:12]C(=O)OCC[Si](C)(C)C)=[CH:9][CH:8]=1.[F-].C([N+](CCCC)(CCCC)CCCC)CCC.C1COCC1, predict the reaction product. The product is: [CH3:1][C:2]1[N:3]=[CH:4][S:5][C:6]=1[C:7]1[CH:23]=[CH:22][C:10]([CH2:11][NH2:12])=[CH:9][CH:8]=1. (2) The product is: [C:38]([O:14][CH:11]1[CH2:10][CH:9]([O:8][CH2:1][C:2]2[CH:3]=[CH:4][CH:5]=[CH:6][CH:7]=2)[CH2:13][O:12]1)(=[O:39])[CH3:37]. Given the reactants [CH2:1]([O:8][CH:9]1[CH2:13][O:12][C:11](=[O:14])[CH2:10]1)[C:2]1[CH:7]=[CH:6][CH:5]=[CH:4][CH:3]=1.CC(C[AlH]CC(C)C)C.C1(C)C=CC=CC=1.N1C=CC=CC=1.[CH3:37][C:38](OC(C)=O)=[O:39].[NH4+].[Cl-], predict the reaction product. (3) The product is: [CH3:36][CH2:35][C:34]([N:16]([CH:12]1[CH2:13][CH2:14][N:9]([CH2:1][CH2:2][C:3]2[CH:8]=[CH:7][CH:6]=[CH:5][CH:4]=2)[CH2:10][CH2:11]1)[C:17]1[CH:22]=[CH:21][CH:20]=[CH:19][CH:18]=1)=[O:37]. Given the reactants [CH2:1]([N:9]1[CH2:14][CH2:13][C:12](=O)[CH2:11][CH2:10]1)[CH2:2][C:3]1[CH:8]=[CH:7][CH:6]=[CH:5][CH:4]=1.[NH2:16][C:17]1[CH:22]=[CH:21][CH:20]=[CH:19][CH:18]=1.B.C(C1C=CC(C)=NC=1)C.Cl.[C:34](Cl)(=[O:37])[CH2:35][CH3:36], predict the reaction product. (4) Given the reactants [Cl-].[CH3:2][O:3][CH2:4][P+](C1C=CC=CC=1)(C1C=CC=CC=1)C1C=CC=CC=1.C([Li])CCC.[Br:29][C:30]1[CH:31]=[C:32]([C:36](=O)[CH3:37])[CH:33]=[N:34][CH:35]=1, predict the reaction product. The product is: [Br:29][C:30]1[CH:35]=[N:34][CH:33]=[C:32]([C:36]([CH3:37])=[CH:2][O:3][CH3:4])[CH:31]=1.